Dataset: Reaction yield outcomes from USPTO patents with 853,638 reactions. Task: Predict the reaction yield, written as a fraction of the theoretical maximum amount of product (1.0 means a 100% yield; for example, 0.34 means a 34% yield). (1) The catalyst is CO. The reactants are [CH3:1][O-:2].[Na+].Br[CH2:5][CH2:6][CH2:7][O:8][C:9]1[CH:14]=[CH:13][CH:12]=[CH:11][CH:10]=1. The product is [CH3:1][O:2][CH2:5][CH2:6][CH2:7][O:8][C:9]1[CH:14]=[CH:13][CH:12]=[CH:11][CH:10]=1. The yield is 0.660. (2) The reactants are [C:1](/[C:3](=[C:16](\[C:18]1[CH:23]=[CH:22][C:21]([OH:24])=[CH:20][CH:19]=1)/[CH3:17])/[C:4]([NH:6][CH2:7][CH2:8][CH2:9][CH2:10][CH2:11][CH2:12][CH2:13][CH2:14][CH3:15])=[O:5])#[N:2].[Br-:25].[Br-].[Br-].C([N+](CCCC)(CCCC)CCCC)CCC.C([N+](CCCC)(CCCC)CCCC)CCC.C([N+](CCCC)(CCCC)CCCC)CCC.S([O-])([O-])=O.[Na+].[Na+]. The catalyst is C(Cl)(Cl)Cl. The product is [Br:25][C:22]1[CH:23]=[C:18](/[C:16](/[CH3:17])=[C:3](\[C:1]#[N:2])/[C:4]([NH:6][CH2:7][CH2:8][CH2:9][CH2:10][CH2:11][CH2:12][CH2:13][CH2:14][CH3:15])=[O:5])[CH:19]=[CH:20][C:21]=1[OH:24]. The yield is 0.240. (3) The reactants are [CH3:1][O:2][C:3]([C:5]1([NH:11][C:12]([C:14]2[CH:19]=[CH:18][C:17]([CH2:20]Cl)=[CH:16][CH:15]=2)=[O:13])[CH2:10][CH2:9][CH2:8][CH2:7][CH2:6]1)=[O:4].[NH:22]1[CH2:27][CH2:26][O:25][CH2:24][CH2:23]1. No catalyst specified. The product is [CH3:1][O:2][C:3]([C:5]1([NH:11][C:12]([C:14]2[CH:19]=[CH:18][C:17]([CH2:20][N:22]3[CH2:27][CH2:26][O:25][CH2:24][CH2:23]3)=[CH:16][CH:15]=2)=[O:13])[CH2:10][CH2:9][CH2:8][CH2:7][CH2:6]1)=[O:4]. The yield is 0.830. (4) The reactants are [F:1][C:2]1[CH:3]=[C:4]([CH:18]([NH:24][C:25]([C@@H:27]2[CH2:32][CH2:31][CH2:30][N:29]([C:33](=[O:49])[CH2:34][CH2:35][CH:36]3[CH2:41][CH2:40][N:39]([C:42]([O:44][C:45]([CH3:48])([CH3:47])[CH3:46])=[O:43])[CH2:38][CH2:37]3)[CH2:28]2)=[O:26])[CH2:19][C:20]([O:22]C)=[O:21])[CH:5]=[C:6]([C:8]2[CH:13]=[CH:12][C:11]([O:14][CH2:15][CH2:16][F:17])=[CH:10][CH:9]=2)[CH:7]=1.[OH-].[Na+]. The catalyst is O1CCCC1.O. The product is [C:45]([O:44][C:42]([N:39]1[CH2:38][CH2:37][CH:36]([CH2:35][CH2:34][C:33]([N:29]2[CH2:30][CH2:31][CH2:32][C@@H:27]([C:25]([NH:24][CH:18]([C:4]3[CH:5]=[C:6]([C:8]4[CH:9]=[CH:10][C:11]([O:14][CH2:15][CH2:16][F:17])=[CH:12][CH:13]=4)[CH:7]=[C:2]([F:1])[CH:3]=3)[CH2:19][C:20]([OH:22])=[O:21])=[O:26])[CH2:28]2)=[O:49])[CH2:41][CH2:40]1)=[O:43])([CH3:48])([CH3:47])[CH3:46]. The yield is 0.700. (5) The reactants are [CH:1]([C:3]1[O:4][C:5]2[CH:11]=[C:10]([C:12]([O:14][CH3:15])=[O:13])[CH:9]=[CH:8][C:6]=2[CH:7]=1)=[O:2].[OH:16]P([O-])(O)=O.[K+].[O-]Cl=O.[Na+].[OH-].[Na+]. The catalyst is CS(C)=O.O. The product is [CH3:15][O:14][C:12]([C:10]1[CH:9]=[CH:8][C:6]2[CH:7]=[C:3]([C:1]([OH:16])=[O:2])[O:4][C:5]=2[CH:11]=1)=[O:13]. The yield is 0.810. (6) The reactants are [OH:1][C:2]1[CH:3]=[C:4]([CH:7]=[C:8]([N+:11]([O-:13])=[O:12])[C:9]=1[OH:10])[CH:5]=[O:6].C([O-])([O-])=O.[Cs+].[Cs+].[Na+].[I-].Br[CH:23]([CH3:25])[CH3:24].Cl. The catalyst is CN(C=O)C.CCOC(C)=O. The product is [OH:10][C:9]1[C:8]([N+:11]([O-:13])=[O:12])=[CH:7][C:4]([CH:5]=[O:6])=[CH:3][C:2]=1[O:1][CH:23]([CH3:25])[CH3:24]. The yield is 0.187. (7) The yield is 0.670. The reactants are [Cl:1][C:2]1[NH:3][CH:4]=[C:5]([I:7])[N:6]=1.S(=O)(=O)(O)O.[N+:13]([O-])([OH:15])=[O:14]. The product is [Cl:1][C:2]1[NH:6][C:5]([I:7])=[C:4]([N+:13]([O-:15])=[O:14])[N:3]=1. No catalyst specified.